Predict which catalyst facilitates the given reaction. From a dataset of Catalyst prediction with 721,799 reactions and 888 catalyst types from USPTO. (1) Product: [CH:23]1([N:12]2[CH2:13][CH2:14][CH:9]([O:8][C:7]3[C:2]([F:1])=[CH:3][C:4]([C:16]4[CH2:17][CH2:18][C:19](=[O:22])[NH:20][N:21]=4)=[CH:5][C:6]=3[F:15])[CH2:10][CH2:11]2)[CH2:26][CH2:25][CH2:24]1. The catalyst class is: 121. Reactant: [F:1][C:2]1[CH:3]=[C:4]([C:16]2[CH2:17][CH2:18][C:19](=[O:22])[NH:20][N:21]=2)[CH:5]=[C:6]([F:15])[C:7]=1[O:8][CH:9]1[CH2:14][CH2:13][NH:12][CH2:11][CH2:10]1.[C:23]1(=O)[CH2:26][CH2:25][CH2:24]1.C([BH3-])#N.[Na+].C(O)(=O)C. (2) Reactant: Cl.[CH3:2][O:3][C:4]([C:6]1[CH:11]=[CH:10][CH:9]=[C:8]([C:12]2[O:16][C:15]([C:17](=[O:27])[CH2:18][CH2:19][CH2:20][CH:21]3[CH2:26][CH2:25][NH:24][CH2:23][CH2:22]3)=[N:14][CH:13]=2)[N:7]=1)=[O:5].CCN(CC)CC.[CH:35]([C:38]1[CH:45]=[CH:44][C:41]([CH:42]=O)=[CH:40][CH:39]=1)([CH3:37])[CH3:36].[BH-](OC(C)=O)(OC(C)=O)OC(C)=O.[Na+]. Product: [CH3:2][O:3][C:4]([C:6]1[CH:11]=[CH:10][CH:9]=[C:8]([C:12]2[O:16][C:15]([C:17](=[O:27])[CH2:18][CH2:19][CH2:20][CH:21]3[CH2:22][CH2:23][N:24]([CH2:42][C:41]4[CH:44]=[CH:45][C:38]([CH:35]([CH3:37])[CH3:36])=[CH:39][CH:40]=4)[CH2:25][CH2:26]3)=[N:14][CH:13]=2)[N:7]=1)=[O:5]. The catalyst class is: 797. (3) Reactant: [Br:1][C:2]1[CH:3]=[CH:4][C:5]([O:15][CH2:16][C:17]2[CH:22]=[CH:21][C:20]([F:23])=[CH:19][C:18]=2[F:24])=[C:6]([C:8](=O)[CH2:9][CH2:10][C:11](=O)[CH3:12])[CH:7]=1.[CH2:25]([O:27][C:28](=[O:37])[C:29]1[C:34]([OH:35])=[CH:33][CH:32]=[C:31]([NH2:36])[CH:30]=1)C.CC1C=CC(S(O)(=O)=O)=CC=1. Product: [CH3:25][O:27][C:28](=[O:37])[C:29]1[C:34]([OH:35])=[CH:33][CH:32]=[C:31]([N:36]2[C:11]([CH3:12])=[CH:10][CH:9]=[C:8]2[C:6]2[CH:7]=[C:2]([Br:1])[CH:3]=[CH:4][C:5]=2[O:15][CH2:16][C:17]2[CH:22]=[CH:21][C:20]([F:23])=[CH:19][C:18]=2[F:24])[CH:30]=1. The catalyst class is: 11. (4) Reactant: [OH:1][C@H:2]([C:18]1[CH:23]=[CH:22][CH:21]=[CH:20][N:19]=1)[C:3]1([C:8]2[CH:13]=[C:12]([C:14]([F:17])([F:16])[F:15])[CH:11]=[CH:10][N:9]=2)[CH2:6][C:5](=[O:7])[CH2:4]1.[BH4-].[Na+].O. Product: [OH:1][C@H:2]([C:18]1[CH:23]=[CH:22][CH:21]=[CH:20][N:19]=1)[C:3]1([C:8]2[CH:13]=[C:12]([C:14]([F:17])([F:15])[F:16])[CH:11]=[CH:10][N:9]=2)[CH2:4][CH:5]([OH:7])[CH2:6]1. The catalyst class is: 98. (5) Reactant: [CH3:1][O:2][C:3](=[O:18])[CH2:4][C@@H:5]([NH:8][C:9]([C:11]1[C:16]([NH2:17])=[CH:15][CH:14]=[CH:13][N:12]=1)=[O:10])[CH2:6][CH3:7].[C:19](N1C=CN=C1)(N1C=CN=C1)=[O:20].N12CCCN=C1CCCCC2. Product: [CH3:1][O:2][C:3](=[O:18])[CH2:4][C@@H:5]([N:8]1[C:9](=[O:10])[C:11]2[N:12]=[CH:13][CH:14]=[CH:15][C:16]=2[NH:17][C:19]1=[O:20])[CH2:6][CH3:7]. The catalyst class is: 30. (6) Reactant: C(OC([N:8]1[CH2:13][CH:12]=[C:11]([C:14]2[CH:19]=[CH:18][C:17]([C@@H:20]3[C:25]([CH3:27])([CH3:26])[O:24][C:23]([NH:28][C:29]45[CH2:36][CH:35]6[CH2:37][C:31]([C:38](=[O:40])[NH2:39])([CH2:32][CH:33]4[CH2:34]6)[CH2:30]5)=[N:22][S:21]3(=[O:42])=[O:41])=[CH:16][CH:15]=2)[CH2:10][CH2:9]1)=O)CCC.[H][H].Cl. Product: [CH3:26][C:25]1([CH3:27])[O:24][C:23]([NH:28][C:29]23[CH2:36][CH:35]4[CH2:37][C:31]([C:38]([NH2:39])=[O:40])([CH2:32][CH:33]2[CH2:34]4)[CH2:30]3)=[N:22][S:21](=[O:41])(=[O:42])[C@@H:20]1[C:17]1[CH:16]=[CH:15][C:14]([CH:11]2[CH2:12][CH2:13][NH:8][CH2:9][CH2:10]2)=[CH:19][CH:18]=1. The catalyst class is: 19.